Dataset: Catalyst prediction with 721,799 reactions and 888 catalyst types from USPTO. Task: Predict which catalyst facilitates the given reaction. (1) Reactant: C[O:2][C:3]([C:5]1[CH:9]=[C:8]([C:10]2[N:11]=[CH:12][O:13][CH:14]=2)[S:7][CH:6]=1)=[O:4].[OH-].[Na+]. Product: [O:13]1[CH:14]=[C:10]([C:8]2[S:7][CH:6]=[C:5]([C:3]([OH:4])=[O:2])[CH:9]=2)[N:11]=[CH:12]1. The catalyst class is: 5. (2) The catalyst class is: 70. Product: [CH3:17][O:18][C:19]1[C:24]([C:2]2[CH:3]=[C:4]([CH:7]=[CH:8][C:9]=2[O:10][C:11]2[CH:16]=[CH:15][CH:14]=[CH:13][CH:12]=2)[C:5]#[N:6])=[CH:23][CH:22]=[CH:21][N:20]=1. Reactant: Br[C:2]1[CH:3]=[C:4]([CH:7]=[CH:8][C:9]=1[O:10][C:11]1[CH:16]=[CH:15][CH:14]=[CH:13][CH:12]=1)[C:5]#[N:6].[CH3:17][O:18][C:19]1[C:24](B(O)O)=[CH:23][CH:22]=[CH:21][N:20]=1.C(=O)([O-])O.[Na+]. (3) Reactant: [C:1]([O:5][C:6]([NH:8][CH2:9][C:10]1[C:11]([CH2:35][CH:36]([CH3:38])[CH3:37])=[N:12][C:13]2[C:18]([C:19]=1[C:20]1[CH:25]=[CH:24][C:23]([CH3:26])=[CH:22][CH:21]=1)=[CH:17][C:16]([C:27]1[S:28][CH:29]=[C:30]([C:32]([OH:34])=[O:33])[N:31]=1)=[CH:15][CH:14]=2)=[O:7])([CH3:4])([CH3:3])[CH3:2].[CH:39](O)([CH3:41])[CH3:40].C1CCN(C(/N=N/C(N2CCCCC2)=O)=O)CC1. Product: [C:1]([O:5][C:6]([NH:8][CH2:9][C:10]1[C:11]([CH2:35][CH:36]([CH3:38])[CH3:37])=[N:12][C:13]2[C:18]([C:19]=1[C:20]1[CH:25]=[CH:24][C:23]([CH3:26])=[CH:22][CH:21]=1)=[CH:17][C:16]([C:27]1[S:28][CH:29]=[C:30]([C:32]([O:34][CH:39]([CH3:41])[CH3:40])=[O:33])[N:31]=1)=[CH:15][CH:14]=2)=[O:7])([CH3:3])([CH3:2])[CH3:4]. The catalyst class is: 7. (4) Reactant: O[N:2]=[C:3]([C:11]1[CH:16]=[CH:15][C:14]([O:17][C:18]([F:21])([F:20])[F:19])=[CH:13][CH:12]=1)[CH2:4][N:5]1[CH2:9][CH2:8][CH2:7][C:6]1=[O:10]. Product: [NH2:2][CH:3]([C:11]1[CH:16]=[CH:15][C:14]([O:17][C:18]([F:21])([F:19])[F:20])=[CH:13][CH:12]=1)[CH2:4][N:5]1[CH2:9][CH2:8][CH2:7][C:6]1=[O:10]. The catalyst class is: 129. (5) Reactant: [F:1][C:2]1([F:18])[O:6][C:5]2[CH:7]=[CH:8][C:9]([O:14][CH2:15][O:16][CH3:17])=[C:10]([C:11]([OH:13])=[O:12])[C:4]=2[O:3]1.N([Si](C)(C)[CH3:23])=[N+]=[N-]. Product: [F:18][C:2]1([F:1])[O:6][C:5]2[CH:7]=[CH:8][C:9]([O:14][CH2:15][O:16][CH3:17])=[C:10]([C:11]([O:13][CH3:23])=[O:12])[C:4]=2[O:3]1. The catalyst class is: 5. (6) Reactant: [Br:1][C:2]1[CH:10]=[CH:9][C:5]([C:6](O)=[O:7])=[C:4]([F:11])[CH:3]=1.O[N:13]1C2C=CC=CC=2N=[N:14]1.Cl.CN(C)CCCN=C=NCC.O.NN. Product: [Br:1][C:2]1[CH:10]=[CH:9][C:5]([C:6]([NH:13][NH2:14])=[O:7])=[C:4]([F:11])[CH:3]=1. The catalyst class is: 35.